Task: Regression. Given a peptide amino acid sequence and an MHC pseudo amino acid sequence, predict their binding affinity value. This is MHC class I binding data.. Dataset: Peptide-MHC class I binding affinity with 185,985 pairs from IEDB/IMGT (1) The peptide sequence is RLPGPSDTPIL. The MHC is Mamu-A02 with pseudo-sequence Mamu-A02. The binding affinity (normalized) is 0. (2) The peptide sequence is FRFGDPMPF. The MHC is HLA-A31:01 with pseudo-sequence HLA-A31:01. The binding affinity (normalized) is 0.0847. (3) The peptide sequence is RTGTRLLGR. The MHC is HLA-A01:01 with pseudo-sequence HLA-A01:01. The binding affinity (normalized) is 0.0847. (4) The peptide sequence is SPYYIRKESY. The MHC is HLA-B35:01 with pseudo-sequence HLA-B35:01. The binding affinity (normalized) is 0.573.